This data is from NCI-60 drug combinations with 297,098 pairs across 59 cell lines. The task is: Regression. Given two drug SMILES strings and cell line genomic features, predict the synergy score measuring deviation from expected non-interaction effect. Drug 1: CC1=C2C(C(=O)C3(C(CC4C(C3C(C(C2(C)C)(CC1OC(=O)C(C(C5=CC=CC=C5)NC(=O)OC(C)(C)C)O)O)OC(=O)C6=CC=CC=C6)(CO4)OC(=O)C)O)C)O. Drug 2: C1=CN(C=N1)CC(O)(P(=O)(O)O)P(=O)(O)O. Cell line: SNB-19. Synergy scores: CSS=1.09, Synergy_ZIP=-0.330, Synergy_Bliss=1.08, Synergy_Loewe=-1.46, Synergy_HSA=-0.468.